From a dataset of Retrosynthesis with 50K atom-mapped reactions and 10 reaction types from USPTO. Predict the reactants needed to synthesize the given product. (1) Given the product CCCCCCC(=COC)c1ccc(C(=O)OC)cc1, predict the reactants needed to synthesize it. The reactants are: CC(C)(C)[O-].CCCCCCC(=O)c1ccc(C(=O)OC)cc1. (2) Given the product COCCOCc1cccc2c1nc(C(=O)NC1CCN(C(C)C)CC1)n2CC(=O)Nc1ccc(Cl)cn1, predict the reactants needed to synthesize it. The reactants are: CC(C)N1CCC(NC(=O)c2nc3c(CO)cccc3n2CC(=O)Nc2ccc(Cl)cn2)CC1.COCCBr. (3) Given the product COc1ccc(CNC(=O)c2cc(-c3cc(Cl)cc(Cl)c3)cnc2-c2cccnc2)cc1OC, predict the reactants needed to synthesize it. The reactants are: COc1ccc(CNC(=O)c2cc(Cl)cnc2-c2cccnc2)cc1OC.OB(O)c1cc(Cl)cc(Cl)c1. (4) Given the product CO[C@H]1CC[C@H](N2CC[C@@H](Cc3c(Cl)cc(OCc4ccccc4)cc3Cl)C2=O)CC1, predict the reactants needed to synthesize it. The reactants are: CI.O=C1[C@H](Cc2c(Cl)cc(OCc3ccccc3)cc2Cl)CCN1[C@H]1CC[C@H](O)CC1. (5) Given the product COC(=O)c1cc(-c2ccc(C(F)(F)F)cc2)ccc1N, predict the reactants needed to synthesize it. The reactants are: COC(=O)c1cc(Br)ccc1N.OB(O)c1ccc(C(F)(F)F)cc1. (6) Given the product CC(C#N)(Cn1nc2cccc(Cl)c2n1)NC(=O)c1ccc(Oc2ccccc2)cc1, predict the reactants needed to synthesize it. The reactants are: CC(N)(C#N)Cn1nc2cccc(Cl)c2n1.O=C(Cl)c1ccc(Oc2ccccc2)cc1. (7) Given the product C[C@H](NC(=O)C(F)(F)F)[C@H](Oc1ccc2c(cnn2-c2ccc(F)cc2)c1)c1ccc2c(c1)OCC2, predict the reactants needed to synthesize it. The reactants are: C[C@H](N)[C@H](Oc1ccc2c(cnn2-c2ccc(F)cc2)c1)c1ccc2c(c1)OCC2.O=C(OC(=O)C(F)(F)F)C(F)(F)F. (8) Given the product CCOC(=O)c1csc(CBr)n1, predict the reactants needed to synthesize it. The reactants are: CCOC(=O)c1csc(C)n1.O=C1CCC(=O)N1Br.